From a dataset of Forward reaction prediction with 1.9M reactions from USPTO patents (1976-2016). Predict the product of the given reaction. Given the reactants N[N:2]1[C:13](=[O:14])[C:12]2[C:15]3[N:4]([CH:5]([CH3:18])[CH2:6][O:7][C:8]=3[C:9]([F:17])=[C:10]([F:16])[CH:11]=2)[C:3]1=[O:19].[N+:20]([O-])([O-:22])=[O:21].[K+].O, predict the reaction product. The product is: [F:16][C:10]1[C:11]([N+:20]([O-:22])=[O:21])=[C:12]2[C:15]3[N:4]([CH:5]([CH3:18])[CH2:6][O:7][C:8]=3[C:9]=1[F:17])[C:3](=[O:19])[NH:2][C:13]2=[O:14].